This data is from Retrosynthesis with 50K atom-mapped reactions and 10 reaction types from USPTO. The task is: Predict the reactants needed to synthesize the given product. (1) Given the product Nc1c(Cl)ccnc1C1CC1, predict the reactants needed to synthesize it. The reactants are: Nc1c(Cl)ccnc1Br.OB(O)C1CC1. (2) Given the product Cc1ccc(-c2nc3c(Cl)cc(Cl)cn3c2Cn2nc(C)ccc2=O)cc1, predict the reactants needed to synthesize it. The reactants are: Cc1ccc(-c2nc3c(Cl)cc(Cl)cn3c2CCl)cc1.Cc1ccc(=O)[nH]n1. (3) Given the product O=C(O)[C@@H]1C[C@@H](C(=O)O)CN1, predict the reactants needed to synthesize it. The reactants are: O=C(O)[C@@H]1C[C@@H](C(=O)O)CN1C(=O)OCc1ccccc1.